From a dataset of Full USPTO retrosynthesis dataset with 1.9M reactions from patents (1976-2016). Predict the reactants needed to synthesize the given product. (1) Given the product [Cl:3][C:4]1[CH:9]=[CH:8][C:7]([C:10]2[C:11]([C:18]([OH:20])=[O:19])=[CH:12][C:13]([F:17])=[C:14]([F:16])[CH:15]=2)=[CH:6][C:5]=1[C:22]([NH:24][CH2:25][C:26]12[CH2:35][CH:30]3[CH2:31][CH:32]([CH2:34][CH:28]([CH2:29]3)[CH2:27]1)[CH2:33]2)=[O:23], predict the reactants needed to synthesize it. The reactants are: [OH-].[K+].[Cl:3][C:4]1[CH:9]=[CH:8][C:7]([C:10]2[C:11]([C:18]([O:20]C)=[O:19])=[CH:12][C:13]([F:17])=[C:14]([F:16])[CH:15]=2)=[CH:6][C:5]=1[C:22]([NH:24][CH2:25][C:26]12[CH2:35][CH:30]3[CH2:31][CH:32]([CH2:34][CH:28]([CH2:29]3)[CH2:27]1)[CH2:33]2)=[O:23]. (2) Given the product [F:1][C:2]1[CH:3]=[C:4]([CH:14]([NH2:19])[CH3:15])[CH:5]=[C:6]([N:8]2[CH2:13][CH2:12][O:11][CH2:10][CH2:9]2)[CH:7]=1, predict the reactants needed to synthesize it. The reactants are: [F:1][C:2]1[CH:3]=[C:4]([C:14](=O)[CH3:15])[CH:5]=[C:6]([N:8]2[CH2:13][CH2:12][O:11][CH2:10][CH2:9]2)[CH:7]=1.CC[N:19](CC)CC. (3) Given the product [CH2:22]([N:11]1[C:10]2[C:9](=[O:12])[N:7]([CH3:8])[C:6](=[O:13])[N:5]([CH3:14])[C:4]=2[N:3]=[C:2]1[Cl:1])[C:23]#[C:24][CH3:25], predict the reactants needed to synthesize it. The reactants are: [Cl:1][C:2]1[NH:11][C:10]2[C:9](=[O:12])[N:7]([CH3:8])[C:6](=[O:13])[N:5]([CH3:14])[C:4]=2[N:3]=1.C(=O)([O-])[O-].[K+].[K+].Br[CH2:22][C:23]#[C:24][CH3:25]. (4) Given the product [NH2:40][C:37]1[N:38]=[CH:39][C:34]([C:31]2[N:32]=[CH:33][C:28]([C:2]3[CH:15]=[CH:14][C:13]([C:16]([F:19])([F:18])[F:17])=[CH:12][C:3]=3[O:4][C:5]3[CH:10]=[CH:9][N:8]=[C:7]([NH2:11])[N:6]=3)=[CH:29][CH:30]=2)=[CH:35][N:36]=1, predict the reactants needed to synthesize it. The reactants are: Br[C:2]1[CH:15]=[CH:14][C:13]([C:16]([F:19])([F:18])[F:17])=[CH:12][C:3]=1[O:4][C:5]1[CH:10]=[CH:9][N:8]=[C:7]([NH2:11])[N:6]=1.CC1(C)C(C)(C)OB([C:28]2[CH:29]=[CH:30][C:31]([C:34]3[CH:35]=[N:36][C:37]([NH2:40])=[N:38][CH:39]=3)=[N:32][CH:33]=2)O1. (5) Given the product [C:16]([NH:15][CH:9]1[CH2:10][CH2:11][CH2:12][CH2:13][CH2:14]1)([NH:17][CH:18]1[CH2:23][CH2:22][CH2:21][CH2:20][CH2:19]1)=[O:1], predict the reactants needed to synthesize it. The reactants are: [OH:1]N1C(=O)CCC1=O.[CH:9]1([N:15]=[C:16]=[N:17][CH:18]2[CH2:23][CH2:22][CH2:21][CH2:20][CH2:19]2)[CH2:14][CH2:13][CH2:12][CH2:11][CH2:10]1.CN(C1C=CC=CN=1)C.